Dataset: Serine/threonine kinase 33 screen with 319,792 compounds. Task: Binary Classification. Given a drug SMILES string, predict its activity (active/inactive) in a high-throughput screening assay against a specified biological target. (1) The molecule is O=C(NC1CCCC1)C1(N(Cc2occc2)C(=O)CC2NC(=O)NC2=O)CCCCC1. The result is 0 (inactive). (2) The molecule is S(c1nc([nH]n1)c1ccncc1)CC(OC)=O. The result is 0 (inactive). (3) The molecule is Brc1cc(CSc2nc([nH]n2)C)ccc1OC. The result is 0 (inactive). (4) The drug is s1c(NC(=O)C2OCCC2)nnc1c1ccc(OC)cc1. The result is 0 (inactive). (5) The result is 0 (inactive). The drug is Clc1c2nonc2c([N+]([O-])=O)c(Nc2c(cccc2)C(O)=O)c1. (6) The compound is O(C1CCCN(C1)Cc1onc(n1)Cc1ccccc1)Cc1ccccc1. The result is 0 (inactive). (7) The molecule is S1(=O)(=O)Cc2c(sc(c2)C(=O)NCCCOC(C)C)C1. The result is 0 (inactive). (8) The compound is S(=O)(=O)(N1CCCCC1)c1cc(NC(=O)CCOc2ccc(C(C)(C)C)cc2)ccc1. The result is 0 (inactive).